From a dataset of Reaction yield outcomes from USPTO patents with 853,638 reactions. Predict the reaction yield, written as a fraction of the theoretical maximum amount of product (1.0 means a 100% yield; for example, 0.34 means a 34% yield). (1) The reactants are Cl[C:2]1[NH:6][C:5]2[CH:7]=[C:8]([F:11])[CH:9]=[CH:10][C:4]=2[N:3]=1.[CH3:12][NH2:13]. No catalyst specified. The product is [F:11][C:8]1[CH:9]=[CH:10][C:4]2[N:3]=[C:2]([NH:13][CH3:12])[NH:6][C:5]=2[CH:7]=1. The yield is 0.640. (2) The reactants are [CH2:1]([O:3][C:4]([C:6]1[C:7]([CH3:15])=[C:8](C(O)=O)[NH:9][C:10]=1[CH3:11])=[O:5])[CH3:2].[I-:16].[K+].II.S([O-])([O-])(=O)=S.[Na+].[Na+]. The catalyst is ClCCl.O. The product is [CH2:1]([O:3][C:4]([C:6]1[C:7]([CH3:15])=[C:8]([I:16])[NH:9][C:10]=1[CH3:11])=[O:5])[CH3:2]. The yield is 0.808. (3) The reactants are C([N:8]1[C:12]([NH:13][CH:14]2[CH2:23][CH2:22][C:17]3([O:21][CH2:20][CH2:19][O:18]3)[CH2:16][CH2:15]2)=[CH:11][CH:10]=[N:9]1)C1C=CC=CC=1.C(O)(=O)C.C([O-])=O.[NH4+].C(OCC)(=O)C. The catalyst is C(O)C.[OH-].[Pd+2].[OH-]. The product is [O:18]1[C:17]2([CH2:16][CH2:15][CH:14]([NH:13][C:12]3[NH:8][N:9]=[CH:10][CH:11]=3)[CH2:23][CH2:22]2)[O:21][CH2:20][CH2:19]1. The yield is 0.810. (4) The reactants are [C:1]([Si:5]([O:8][CH:9]([CH2:14][CH2:15][C:16]1[CH:21]=[CH:20][C:19]([C:22]([CH2:41][CH3:42])([C:25]2[CH:30]=[CH:29][C:28](B3OC(C)(C)C(C)(C)O3)=[C:27]([CH3:40])[CH:26]=2)[CH2:23][CH3:24])=[CH:18][C:17]=1[CH3:43])[C:10]([CH3:13])([CH3:12])[CH3:11])([CH3:7])[CH3:6])([CH3:4])([CH3:3])[CH3:2].[CH2:44]([O:46][C:47](=[O:56])[CH2:48][C:49]1[CH:50]=[N:51][C:52](Br)=[N:53][CH:54]=1)[CH3:45].P([O-])([O-])([O-])=O.[K+].[K+].[K+]. The catalyst is C1C=CC([P]([Pd]([P](C2C=CC=CC=2)(C2C=CC=CC=2)C2C=CC=CC=2)([P](C2C=CC=CC=2)(C2C=CC=CC=2)C2C=CC=CC=2)[P](C2C=CC=CC=2)(C2C=CC=CC=2)C2C=CC=CC=2)(C2C=CC=CC=2)C2C=CC=CC=2)=CC=1.O. The product is [CH2:44]([O:46][C:47](=[O:56])[CH2:48][C:49]1[CH:50]=[N:51][C:52]([C:28]2[CH:29]=[CH:30][C:25]([C:22]([C:19]3[CH:20]=[CH:21][C:16]([CH2:15][CH2:14][CH:9]([O:8][Si:5]([C:1]([CH3:4])([CH3:3])[CH3:2])([CH3:6])[CH3:7])[C:10]([CH3:11])([CH3:13])[CH3:12])=[C:17]([CH3:43])[CH:18]=3)([CH2:23][CH3:24])[CH2:41][CH3:42])=[CH:26][C:27]=2[CH3:40])=[N:53][CH:54]=1)[CH3:45]. The yield is 0.450. (5) The reactants are C([NH:8][C:9]1([CH:13]([CH3:16])[CH2:14][OH:15])[CH2:12][CH2:11][CH2:10]1)C1C=CC=CC=1. The catalyst is CCO.[Pd]. The product is [NH2:8][C:9]1([CH:13]([CH3:16])[CH2:14][OH:15])[CH2:12][CH2:11][CH2:10]1. The yield is 0.740. (6) The reactants are [C:1]([O:5][C:6](=[O:22])[C:7]1[CH:12]=[CH:11][C:10]([N:13]2[CH2:18][CH2:17][NH:16][CH2:15][CH2:14]2)=[CH:9][C:8]=1[N+:19]([O-:21])=[O:20])([CH3:4])([CH3:3])[CH3:2].C(N(CC)CC)C.[F:30][C:31]([F:42])([F:41])[C:32](O[C:32](=[O:33])[C:31]([F:42])([F:41])[F:30])=[O:33]. The catalyst is ClCCl. The product is [C:1]([O:5][C:6](=[O:22])[C:7]1[CH:12]=[CH:11][C:10]([N:13]2[CH2:18][CH2:17][N:16]([C:32](=[O:33])[C:31]([F:42])([F:41])[F:30])[CH2:15][CH2:14]2)=[CH:9][C:8]=1[N+:19]([O-:21])=[O:20])([CH3:4])([CH3:2])[CH3:3]. The yield is 0.960. (7) The reactants are [OH:1][CH2:2][C:3]([CH3:9])([CH3:8])[C:4]([NH:6][CH3:7])=[O:5].[N+:10]([C:13]1[CH:20]=[CH:19][CH:18]=[C:17]([N+]([O-])=O)[C:14]=1[C:15]#[N:16])([O-:12])=[O:11]. No catalyst specified. The product is [C:15]([C:14]1[C:13]([N+:10]([O-:12])=[O:11])=[CH:20][CH:19]=[CH:18][C:17]=1[O:1][CH2:2][C:3]([CH3:9])([CH3:8])[C:4]([NH:6][CH3:7])=[O:5])#[N:16]. The yield is 0.770. (8) The reactants are [CH3:1][C:2]([CH3:23])([CH3:22])[CH2:3][N:4]1[C:8]2[N:9]=[C:10]([C:13]#[N:14])[N:11]=[CH:12][C:7]=2[CH:6]=[C:5]1[CH2:15][N:16]1[CH2:21][CH2:20][NH:19][CH2:18][CH2:17]1.Br[CH2:25][C:26]1[CH:31]=[CH:30][C:29]([F:32])=[CH:28][CH:27]=1.C(=O)([O-])[O-].[K+].[K+].CCCCCC. The catalyst is CN(C=O)C.CCOC(C)=O. The product is [CH3:1][C:2]([CH3:23])([CH3:22])[CH2:3][N:4]1[C:8]2[N:9]=[C:10]([C:13]#[N:14])[N:11]=[CH:12][C:7]=2[CH:6]=[C:5]1[CH2:15][N:16]1[CH2:21][CH2:20][N:19]([CH2:25][C:26]2[CH:31]=[CH:30][C:29]([F:32])=[CH:28][CH:27]=2)[CH2:18][CH2:17]1. The yield is 0.905. (9) The reactants are [F:1][C:2]1[CH:7]=[CH:6][C:5]([C:8]2[C:12]([CH2:13][O:14][C:15]3[CH:16]=[CH:17][C:18]([C:21](O)=[O:22])=[N:19][CH:20]=3)=[C:11]([CH2:24][OH:25])[O:10][N:9]=2)=[CH:4][CH:3]=1.[CH3:26][N:27]1[CH:31]=[C:30]([NH2:32])[CH:29]=[N:28]1. No catalyst specified. The product is [CH3:26][N:27]1[CH:31]=[C:30]([NH:32][C:21]([C:18]2[CH:17]=[CH:16][C:15]([O:14][CH2:13][C:12]3[C:8]([C:5]4[CH:4]=[CH:3][C:2]([F:1])=[CH:7][CH:6]=4)=[N:9][O:10][C:11]=3[CH2:24][OH:25])=[CH:20][N:19]=2)=[O:22])[CH:29]=[N:28]1. The yield is 0.540. (10) The reactants are [C:1]([C:3]1[CH:8]=[CH:7][C:6]([N:9]2[C:13]([C:14]3[CH:19]=[CH:18][C:17]([CH3:20])=[CH:16][CH:15]=3)=[CH:12][C:11]([NH:21][C:22](=[O:28])[O:23][C:24]([CH3:27])([CH3:26])[CH3:25])=[N:10]2)=[CH:5][CH:4]=1)#[N:2].CC1C=CC(S(O[CH2:40][CH:41]2[CH2:45][CH2:44][N:43]([C:46]([O:48][C:49]([CH3:52])([CH3:51])[CH3:50])=[O:47])[CH2:42]2)(=O)=O)=CC=1.C([O-])([O-])=O.[Cs+].[Cs+]. The catalyst is CN(C=O)C. The product is [C:1]([C:3]1[CH:4]=[CH:5][C:6]([N:9]2[C:13]([C:14]3[CH:19]=[CH:18][C:17]([CH3:20])=[CH:16][CH:15]=3)=[CH:12][C:11]([N:21]([CH2:40][CH:41]3[CH2:45][CH2:44][N:43]([C:46]([O:48][C:49]([CH3:50])([CH3:52])[CH3:51])=[O:47])[CH2:42]3)[C:22]([O:23][C:24]([CH3:25])([CH3:27])[CH3:26])=[O:28])=[N:10]2)=[CH:7][CH:8]=1)#[N:2]. The yield is 0.630.